Binary Classification. Given a miRNA mature sequence and a target amino acid sequence, predict their likelihood of interaction. From a dataset of Experimentally validated miRNA-target interactions with 360,000+ pairs, plus equal number of negative samples. (1) The miRNA is hsa-miR-190a-3p with sequence CUAUAUAUCAAACAUAUUCCU. The protein sequence of the target gene is MPGGGSQEYGVLCIQEYRKNSKVESSTRNNFMGLKDHLGHDLGHLYVESTDPQLSPAVPWSTVENPSMDTVNVGKDEKEASEENASSGDSEENTNSDHESEQLGSISVEPGLITKTHRQLCRSPCLEPHILKRNEILQDFKPEESQTTSKEAKKPPDVVREYQTKLEFALKLGYSEEQVQLVLNKLGTDALINDILGELVKLGNKSEADQTVSTINTITRETSSLESQRSESPMQEIVTDDGENLRPIVIDGSNVAMSHGNKEVFSCRGIKLAVDWFLERGHKDITVFVPAWRKEQSRPD.... Result: 1 (interaction). (2) The miRNA is hsa-miR-520g-3p with sequence ACAAAGUGCUUCCCUUUAGAGUGU. The protein sequence of the target gene is MADLEAVLADVSYLMAMEKSKATPAARASKRIVLPEPSIRSVMQKYLAERNEITFDKIFNQKIGFLLFKDFCLNEINEAVPQVKFYEEIKEYEKLDNEEDRLCRSRQIYDAYIMKELLSCSHPFSKQAVEHVQSHLSKKQVTSTLFQPYIEEICESLRGDIFQKFMESDKFTRFCQWKNVELNIHLTMNEFSVHRIIGRGGFGEVYGCRKADTGKMYAMKCLDKKRIKMKQGETLALNERIMLSLVSTGDCPFIVCMTYAFHTPDKLCFILDLMNGGDLHYHLSQHGVFSEKEMRFYATE.... Result: 1 (interaction). (3) The protein sequence of the target gene is MFSGLTLNCVLLLLQLLLARSLENAYVFEVGKNAYLPCSYTLSTPGALVPMCWGKGFCPWSQCTNELLRTDERNVTYQKSSRYQLKGDLNKGDVSLIIKNVTLDDHGTYCCRIQFPGLMNDKKLELKLDIKAAKVTPAQTAHGDSTTASPRTLTTERNGSETQTLVTLHNNNGTKISTWADEIKDSGETIRTAIHIGVGVSAGLTLALIIGVLILKWYSCKKKKLSSLSLITLANLPPGGLANAGAVRIRSEENIYTIEENVYEVENSNEYYCYVNSQQPS. The miRNA is mmu-miR-466n-5p with sequence GUGUGUGCGUACAUGUACAUGU. Result: 1 (interaction). (4) The miRNA is hsa-miR-324-3p with sequence CCCACUGCCCCAGGUGCUGCUGG. The protein sequence of the target gene is MADAGIRRVVPSDLYPLVLGFLRDNQLSEVANKFAKATGATQQDANASSLLDIYSFWLKSAKVPERKLQANGPVAKKAKKKASSSDSEDSSEEEEEVQGPPAKKAAVPAKRVGLPPGKAAAKASESSSSEESSDDDDEEDQKKQPVQKGVKPQAKAAKAPPKKAKSSDSDSDSSSEDEPPKNQKPKITPVTVKAQTKAPPKPARAAPKIANGKAASSSSSSSSSSSSDDSEEEKAAATPKKTVPKKQVVAKAPVKAATTPTRKSSSSEDSSSDEEEEQKKPMKNKPGPYSSVPPPSAPPP.... Result: 1 (interaction). (5) The miRNA is hsa-miR-378a-5p with sequence CUCCUGACUCCAGGUCCUGUGU. The protein sequence of the target gene is MAPAAASGGSTLPSGFSVFTTFPDLLFVCEFVFGGLVWILIASSLVPLPLAQGWVMFVSVFCFVATTSLMILYIIGTHGGETSWITLDAAYHCVAALFYLSASVLEALATISMFDGFTYKHYHENIAAVVFAYVVTLIYVVHAVFSLIRWKSS. Result: 0 (no interaction).